Predict which catalyst facilitates the given reaction. From a dataset of Catalyst prediction with 721,799 reactions and 888 catalyst types from USPTO. (1) Reactant: [CH3:1][C:2]([O:5][C:6]([N:8]([C:16]1[S:17][C:18]([Sn](CCCC)(CCCC)CCCC)=[CH:19][N:20]=1)[C:9](=[O:15])[O:10][C:11]([CH3:14])([CH3:13])[CH3:12])=[O:7])([CH3:4])[CH3:3].Cl[C:35]1[N:40]=[C:39]([N:41]2[CH2:46][CH2:45][O:44][CH2:43][C@@H:42]2[CH3:47])[CH:38]=[C:37]([CH2:48][S:49]([CH3:52])(=[O:51])=[O:50])[N:36]=1. Product: [CH3:47][C@H:42]1[CH2:43][O:44][CH2:45][CH2:46][N:41]1[C:39]1[CH:38]=[C:37]([CH2:48][S:49]([CH3:52])(=[O:51])=[O:50])[N:36]=[C:35]([C:18]2[S:17][C:16]([N:8]([C:9]([O:10][C:11]([CH3:13])([CH3:14])[CH3:12])=[O:15])[C:6](=[O:7])[O:5][C:2]([CH3:4])([CH3:1])[CH3:3])=[N:20][CH:19]=2)[N:40]=1. The catalyst class is: 109. (2) Reactant: [F:1][CH:2]([F:32])[C:3]1[N:7]([C:8]2[N:13]=[C:12]([N:14]3[CH2:19][CH2:18][O:17][CH2:16][CH2:15]3)[N:11]=[C:10]([N:20]3[CH2:25][CH2:24][NH:23][CH2:22][CH2:21]3)[N:9]=2)[C:6]2[CH:26]=[CH:27][CH:28]=[C:29]([O:30][CH3:31])[C:5]=2[N:4]=1.Cl.Cl.N1([S:41]([CH2:44][CH2:45][CH2:46][N:47]2[CH2:52][CH2:51][O:50][CH2:49][CH2:48]2)(=[O:43])=[O:42])CCNCC1.CCN(C(C)C)C(C)C. Product: [F:32][CH:2]([F:1])[C:3]1[N:7]([C:8]2[N:13]=[C:12]([N:14]3[CH2:15][CH2:16][O:17][CH2:18][CH2:19]3)[N:11]=[C:10]([N:20]3[CH2:25][CH2:24][N:23]([S:41]([CH2:44][CH2:45][CH2:46][N:47]4[CH2:52][CH2:51][O:50][CH2:49][CH2:48]4)(=[O:43])=[O:42])[CH2:22][CH2:21]3)[N:9]=2)[C:6]2[CH:26]=[CH:27][CH:28]=[C:29]([O:30][CH3:31])[C:5]=2[N:4]=1. The catalyst class is: 1. (3) Reactant: [F:1][C:2]1[CH:3]=[C:4]([C@@H:9]2[CH2:14][S:13](=[O:16])(=[O:15])[CH2:12][C:11](=[O:17])[N:10]2[CH2:18][C:19]([O:21]CC2C=CC=CC=2)=[O:20])[CH:5]=[C:6]([F:8])[CH:7]=1. Product: [F:1][C:2]1[CH:3]=[C:4]([C@@H:9]2[CH2:14][S:13](=[O:15])(=[O:16])[CH2:12][C:11](=[O:17])[N:10]2[CH2:18][C:19]([OH:21])=[O:20])[CH:5]=[C:6]([F:8])[CH:7]=1. The catalyst class is: 5.